Dataset: Peptide-MHC class I binding affinity with 185,985 pairs from IEDB/IMGT. Task: Regression. Given a peptide amino acid sequence and an MHC pseudo amino acid sequence, predict their binding affinity value. This is MHC class I binding data. (1) The peptide sequence is HPGSGKTRKY. The binding affinity (normalized) is 0.237. The MHC is HLA-B53:01 with pseudo-sequence HLA-B53:01. (2) The peptide sequence is CELSSHGDL. The MHC is HLA-A01:01 with pseudo-sequence HLA-A01:01. The binding affinity (normalized) is 0.213.